Dataset: Reaction yield outcomes from USPTO patents with 853,638 reactions. Task: Predict the reaction yield, written as a fraction of the theoretical maximum amount of product (1.0 means a 100% yield; for example, 0.34 means a 34% yield). The reactants are FC(F)(F)C([N:5]([C@@H:13]1[CH2:15][C@H:14]1[C:16]1[CH:21]=[CH:20][CH:19]=[CH:18][CH:17]=1)[CH2:6][CH:7]1[CH2:12][CH2:11][NH:10][CH2:9][CH2:8]1)=O.C(N(CC)CC)C.Cl[C:32]([O:34][CH2:35][CH3:36])=[O:33]. The catalyst is C(Cl)(Cl)Cl. The product is [C:16]1([C@@H:14]2[CH2:15][C@H:13]2[NH:5][CH2:6][CH:7]2[CH2:8][CH2:9][N:10]([C:32]([O:34][CH2:35][CH3:36])=[O:33])[CH2:11][CH2:12]2)[CH:17]=[CH:18][CH:19]=[CH:20][CH:21]=1. The yield is 0.646.